Regression. Given two drug SMILES strings and cell line genomic features, predict the synergy score measuring deviation from expected non-interaction effect. From a dataset of NCI-60 drug combinations with 297,098 pairs across 59 cell lines. (1) Drug 1: CNC(=O)C1=CC=CC=C1SC2=CC3=C(C=C2)C(=NN3)C=CC4=CC=CC=N4. Drug 2: C(CC(=O)O)C(=O)CN.Cl. Cell line: HOP-92. Synergy scores: CSS=-2.44, Synergy_ZIP=-2.89, Synergy_Bliss=-8.07, Synergy_Loewe=-8.36, Synergy_HSA=-8.79. (2) Drug 1: CC(CN1CC(=O)NC(=O)C1)N2CC(=O)NC(=O)C2. Drug 2: C#CCC(CC1=CN=C2C(=N1)C(=NC(=N2)N)N)C3=CC=C(C=C3)C(=O)NC(CCC(=O)O)C(=O)O. Cell line: EKVX. Synergy scores: CSS=2.25, Synergy_ZIP=-3.57, Synergy_Bliss=-7.05, Synergy_Loewe=-7.41, Synergy_HSA=-5.08. (3) Drug 1: CCN(CC)CCCC(C)NC1=C2C=C(C=CC2=NC3=C1C=CC(=C3)Cl)OC. Drug 2: C1C(C(OC1N2C=NC(=NC2=O)N)CO)O. Cell line: MCF7. Synergy scores: CSS=6.08, Synergy_ZIP=-2.37, Synergy_Bliss=-0.312, Synergy_Loewe=-4.53, Synergy_HSA=-0.691. (4) Drug 1: C1=CC(=CC=C1CCC2=CNC3=C2C(=O)NC(=N3)N)C(=O)NC(CCC(=O)O)C(=O)O. Drug 2: CC(C)CN1C=NC2=C1C3=CC=CC=C3N=C2N. Cell line: OVCAR-4. Synergy scores: CSS=26.0, Synergy_ZIP=2.39, Synergy_Bliss=0.983, Synergy_Loewe=-13.5, Synergy_HSA=0.283.